This data is from Full USPTO retrosynthesis dataset with 1.9M reactions from patents (1976-2016). The task is: Predict the reactants needed to synthesize the given product. (1) Given the product [CH3:20][C:12]1[CH:17]=[C:16]([CH3:18])[CH:15]=[C:14]([CH3:19])[C:13]=1[S:8]([C:5]1[CH:6]=[CH:7][C:2]([CH3:1])=[CH:3][CH:4]=1)(=[O:10])=[O:9], predict the reactants needed to synthesize it. The reactants are: [CH3:1][C:2]1[CH:7]=[CH:6][C:5]([S:8](Cl)(=[O:10])=[O:9])=[CH:4][CH:3]=1.[C:12]1([CH3:20])[CH:17]=[C:16]([CH3:18])[CH:15]=[C:14]([CH3:19])[CH:13]=1.[Al+3].[Cl-].[Cl-].[Cl-].Cl. (2) The reactants are: Cl[C:2]1[C:3]2[CH2:16][CH2:15][N:14]([C:17]3[CH:22]=[CH:21][N:20]=[CH:19][CH:18]=3)[C:4]=2[N:5]=[C:6]([N:8]2[CH2:13][CH2:12][O:11][CH2:10][CH2:9]2)[N:7]=1.[N:23]1[CH:28]=[C:27](B(O)O)[CH:26]=[N:25][CH:24]=1.B(O)O. Given the product [N:8]1([C:6]2[N:7]=[C:2]([C:27]3[CH:28]=[N:23][CH:24]=[N:25][CH:26]=3)[C:3]3[CH2:16][CH2:15][N:14]([C:17]4[CH:22]=[CH:21][N:20]=[CH:19][CH:18]=4)[C:4]=3[N:5]=2)[CH2:13][CH2:12][O:11][CH2:10][CH2:9]1, predict the reactants needed to synthesize it. (3) The reactants are: Cl[C:2]1[CH:14]=[CH:13][C:5]([C:6]([NH:8][CH2:9][CH:10]2[CH2:12][CH2:11]2)=[O:7])=[CH:4][N:3]=1.[CH:15]1([CH2:18][NH:19][C:20](=[O:37])[C:21]2[CH:26]=[CH:25][C:24]([CH3:27])=[C:23](B3OC(C)(C)C(C)(C)O3)[CH:22]=2)[CH2:17][CH2:16]1. Given the product [CH:15]1([CH2:18][NH:19][C:20]([C:21]2[CH:22]=[CH:23][C:24]([CH3:27])=[C:25]([C:2]3[CH:14]=[CH:13][C:5]([C:6]([NH:8][CH2:9][CH:10]4[CH2:12][CH2:11]4)=[O:7])=[CH:4][N:3]=3)[CH:26]=2)=[O:37])[CH2:17][CH2:16]1, predict the reactants needed to synthesize it. (4) The reactants are: [O:1]1[C:5]2([CH2:10][CH2:9][CH:8]([CH:11]([NH:16][S:17]([C:20]3[CH:25]=[CH:24][C:23]([C:26]4[CH:31]=[CH:30][C:29]([O:32][CH3:33])=[CH:28][CH:27]=4)=[CH:22][CH:21]=3)(=[O:19])=[O:18])[C:12]([O:14]C)=[O:13])[CH2:7][CH2:6]2)[O:4][CH2:3][CH2:2]1.C(N(CC)CC)C.COC1C=CC(C2C=CC(S(Cl)(=O)=O)=CC=2)=CC=1. Given the product [O:1]1[C:5]2([CH2:6][CH2:7][CH:8]([CH:11]([NH:16][S:17]([C:20]3[CH:25]=[CH:24][C:23]([C:26]4[CH:27]=[CH:28][C:29]([O:32][CH3:33])=[CH:30][CH:31]=4)=[CH:22][CH:21]=3)(=[O:19])=[O:18])[C:12]([OH:14])=[O:13])[CH2:9][CH2:10]2)[O:4][CH2:3][CH2:2]1, predict the reactants needed to synthesize it. (5) Given the product [Si:34]([O:1][CH2:2][C:3]1[N:4]([C:8]2[CH:12]=[CH:11][N:10]([S:13]([C:16]3[CH:22]=[CH:21][C:19]([CH3:20])=[CH:18][CH:17]=3)(=[O:15])=[O:14])[C:9]=2[CH:23]=[O:24])[CH:5]=[CH:6][CH:7]=1)([C:31]([CH3:33])([CH3:32])[CH3:30])([CH3:36])[CH3:35], predict the reactants needed to synthesize it. The reactants are: [OH:1][CH2:2][C:3]1[N:4]([C:8]2[CH:12]=[CH:11][N:10]([S:13]([C:16]3[CH:22]=[CH:21][C:19]([CH3:20])=[CH:18][CH:17]=3)(=[O:15])=[O:14])[C:9]=2[CH:23]=[O:24])[CH:5]=[CH:6][CH:7]=1.N1C=CN=C1.[CH3:30][C:31]([Si:34](Cl)([CH3:36])[CH3:35])([CH3:33])[CH3:32].